From a dataset of Forward reaction prediction with 1.9M reactions from USPTO patents (1976-2016). Predict the product of the given reaction. (1) Given the reactants [N+:1]([C:4]1[CH:23]=[CH:22][CH:21]=[CH:20][C:5]=1[C:6]([NH:8][C:9]1[CH:14]=[CH:13][C:12]([Br:15])=[C:11]([C:16]([F:19])([F:18])[F:17])[CH:10]=1)=[O:7])([O-])=O.[H][H], predict the reaction product. The product is: [NH2:1][C:4]1[CH:23]=[CH:22][CH:21]=[CH:20][C:5]=1[C:6]([NH:8][C:9]1[CH:14]=[CH:13][C:12]([Br:15])=[C:11]([C:16]([F:19])([F:17])[F:18])[CH:10]=1)=[O:7]. (2) Given the reactants [Cl:1][C:2]1[N:7]=[CH:6][C:5]2[CH:8]=[N:9][N:10]([CH:11]([CH3:13])[CH3:12])[C:4]=2[CH:3]=1.[F:14][B-](F)(F)F.F[B-](F)(F)F.ClC[N+]12CC[N+](F)(CC1)CC2.C(#N)C, predict the reaction product. The product is: [Cl:1][C:2]1[N:7]=[CH:6][C:5]2[C:8]([F:14])=[N:9][N:10]([CH:11]([CH3:13])[CH3:12])[C:4]=2[CH:3]=1. (3) Given the reactants [CH3:1][O:2][C:3](=[O:11])[CH:4]([CH:8]([CH3:10])[CH3:9])[C:5]([NH2:7])=[CH2:6].N1C=CC=CC=1.C(Cl)(=O)[C:19]1[CH:24]=[CH:23][C:22]([O:25][CH3:26])=[CH:21][CH:20]=1.O.C1C[O:33][CH2:32]C1, predict the reaction product. The product is: [CH3:1][O:2][C:3](=[O:11])[CH:4]([CH:8]([CH3:9])[CH3:10])[C:5]([NH:7][C:32](=[O:33])[C:21]1[CH:20]=[CH:19][CH:24]=[CH:23][C:22]=1[O:25][CH3:26])=[CH2:6]. (4) Given the reactants [CH:1]1[C:13]2[CH:12]([CH2:14][O:15][C:16]([NH:18][C@:19]34[CH2:55][CH2:54][C@@H:53]([C:56]([CH3:58])=[CH2:57])[C@@H:20]3[C@@H:21]3[C@@:34]([CH3:37])([CH2:35][CH2:36]4)[C@@:33]4([CH3:38])[C@@H:24]([C@:25]5([CH3:52])[C@@H:30]([CH2:31][CH2:32]4)[C:29]([CH3:40])([CH3:39])[C:28]([C:41]4[CH:50]=[CH:49][C:44]([C:45]([O:47][CH3:48])=[O:46])=[C:43]([F:51])[CH:42]=4)=[CH:27][CH2:26]5)[CH2:23][CH2:22]3)=[O:17])[C:11]3[C:6](=[CH:7][CH:8]=[CH:9][CH:10]=3)[C:5]=2[CH:4]=[CH:3][CH:2]=1.ClC1C=C(C=CC=1)C(OO)=[O:64], predict the reaction product. The product is: [CH:10]1[C:11]2[CH:12]([CH2:14][O:15][C:16]([NH:18][C@:19]34[CH2:55][CH2:54][C@@H:53]([C:56]5([CH3:58])[CH2:57][O:64]5)[C@@H:20]3[C@@H:21]3[C@@:34]([CH3:37])([CH2:35][CH2:36]4)[C@@:33]4([CH3:38])[C@@H:24]([C@:25]5([CH3:52])[C@@H:30]([CH2:31][CH2:32]4)[C:29]([CH3:40])([CH3:39])[C:28]([C:41]4[CH:50]=[CH:49][C:44]([C:45]([O:47][CH3:48])=[O:46])=[C:43]([F:51])[CH:42]=4)=[CH:27][CH2:26]5)[CH2:23][CH2:22]3)=[O:17])[C:13]3[C:5](=[CH:4][CH:3]=[CH:2][CH:1]=3)[C:6]=2[CH:7]=[CH:8][CH:9]=1. (5) Given the reactants [CH3:1][N:2]([CH3:47])[CH2:3][C:4]([N:6]1[C:14]2[C:9](=[CH:10][C:11]([O:45][CH3:46])=[C:12]([NH:15][C:16]3[N:17]=[C:18]([NH:35][C:36]4[CH:44]=[CH:43][CH:42]=[CH:41][C:37]=4[C:38]([NH2:40])=[O:39])[C:19]4[CH:24]=[CH:23][N:22](S(C5C=CC(C)=CC=5)(=O)=O)[C:20]=4[N:21]=3)[CH:13]=2)[CH2:8][CH2:7]1)=[O:5].[OH-].[K+], predict the reaction product. The product is: [CH3:1][N:2]([CH3:47])[CH2:3][C:4]([N:6]1[C:14]2[C:9](=[CH:10][C:11]([O:45][CH3:46])=[C:12]([NH:15][C:16]3[NH:21][C:20]4=[N:22][CH:23]=[CH:24][C:19]4=[C:18]([NH:35][C:36]4[CH:44]=[CH:43][CH:42]=[CH:41][C:37]=4[C:38]([NH2:40])=[O:39])[N:17]=3)[CH:13]=2)[CH2:8][CH2:7]1)=[O:5].